Dataset: Full USPTO retrosynthesis dataset with 1.9M reactions from patents (1976-2016). Task: Predict the reactants needed to synthesize the given product. Given the product [NH:36]1[C:34]([C:31]2[N:32]=[CH:33][C:28]([C:13]3[N:9]4[N:10]=[CH:11][CH:12]=[C:7]([N:4]5[CH2:3][CH2:2][O:1][CH2:6][CH2:5]5)[C:8]4=[N:15][C:14]=3[C:16]#[C:17][C:18]3[CH:27]=[CH:26][C:25]4[C:20](=[CH:21][CH:22]=[CH:23][CH:24]=4)[N:19]=3)=[CH:29][CH:30]=2)=[N:35][N:38]=[N:37]1, predict the reactants needed to synthesize it. The reactants are: [O:1]1[CH2:6][CH2:5][N:4]([C:7]2[C:8]3[N:9]([C:13]([C:28]4[CH:29]=[CH:30][C:31]([C:34]#[N:35])=[N:32][CH:33]=4)=[C:14]([C:16]#[C:17][C:18]4[CH:27]=[CH:26][C:25]5[C:20](=[CH:21][CH:22]=[CH:23][CH:24]=5)[N:19]=4)[N:15]=3)[N:10]=[CH:11][CH:12]=2)[CH2:3][CH2:2]1.[N-:36]=[N+:37]=[N-:38].[Na+].Cl.C(N(CC)CC)C.